Dataset: Full USPTO retrosynthesis dataset with 1.9M reactions from patents (1976-2016). Task: Predict the reactants needed to synthesize the given product. (1) Given the product [C:3]1([N:8]2[C:21]3[CH:22]=[CH:23][CH:24]=[CH:25][C:20]=3[N:19]=[C:11]2[C:12]2[CH:17]=[CH:16][CH:15]=[CH:14][CH:13]=2)[CH:4]=[CH:5][CH:6]=[CH:7][CH:2]=1, predict the reactants needed to synthesize it. The reactants are: I[C:2]1[CH:7]=[CH:6][CH:5]=[CH:4][C:3]=1[N+:8]([O-])=O.[C:11]([NH:19][C:20]1[CH:25]=[CH:24][CH:23]=[CH:22][CH:21]=1)(=O)[C:12]1[CH:17]=[CH:16][CH:15]=[CH:14][CH:13]=1. (2) Given the product [F:19][C:20]([F:43])([F:44])[C:21]1[CH:22]=[C:23]([C:31]([C:32]2[CH:37]=[CH:36][C:35]([N+:38]([O-:40])=[O:39])=[C:34]([CH3:41])[CH:33]=2)([OH:42])[C:46]([F:48])([F:47])[F:45])[CH:24]=[C:25]([C:27]([F:28])([F:30])[F:29])[CH:26]=1, predict the reactants needed to synthesize it. The reactants are: [F-].C([N+](CCCC)(CCCC)CCCC)CCC.[F:19][C:20]([F:44])([F:43])[C:21]1[CH:22]=[C:23]([C:31](=[O:42])[C:32]2[CH:37]=[CH:36][C:35]([N+:38]([O-:40])=[O:39])=[C:34]([CH3:41])[CH:33]=2)[CH:24]=[C:25]([C:27]([F:30])([F:29])[F:28])[CH:26]=1.[F:45][C:46]([Si](C)(C)C)([F:48])[F:47]. (3) Given the product [F:25][C:24]([F:27])([F:26])[S:21]([O-:23])(=[O:22])=[O:20].[C:13]([C:6]1[CH:5]=[C:4]([C:3]([O:2][CH3:1])=[O:15])[CH:9]=[CH:8][C:7]=1[N+:10]([CH3:17])([CH3:11])[CH3:12])#[N:14], predict the reactants needed to synthesize it. The reactants are: [CH3:1][O:2][C:3](=[O:15])[C:4]1[CH:9]=[CH:8][C:7]([N:10]([CH3:12])[CH3:11])=[C:6]([C:13]#[N:14])[CH:5]=1.Cl[CH2:17]Cl.C[O:20][S:21]([C:24]([F:27])([F:26])[F:25])(=[O:23])=[O:22]. (4) Given the product [NH2:1][C:2]1[N:7]=[C:6]([NH:8][C:9]2[CH:24]=[CH:23][C:12]([O:13][C:14]3[CH:19]=[CH:18][N:17]=[C:16]([C:20]([N:32]([CH3:33])[CH3:31])=[O:22])[CH:15]=3)=[CH:11][CH:10]=2)[CH:5]=[C:4]([C:25]2[CH:26]=[CH:27][CH:28]=[CH:29][CH:30]=2)[N:3]=1, predict the reactants needed to synthesize it. The reactants are: [NH2:1][C:2]1[N:7]=[C:6]([NH:8][C:9]2[CH:24]=[CH:23][C:12]([O:13][C:14]3[CH:19]=[CH:18][N:17]=[C:16]([C:20]([OH:22])=O)[CH:15]=3)=[CH:11][CH:10]=2)[CH:5]=[C:4]([C:25]2[CH:30]=[CH:29][CH:28]=[CH:27][CH:26]=2)[N:3]=1.[CH3:31][NH:32][CH3:33]. (5) Given the product [NH2:4][C:3]1[C:2]([Br:1])=[CH:8][C:7]([Cl:9])=[CH:6][C:5]=1[OH:10], predict the reactants needed to synthesize it. The reactants are: [Br:1][C:2]1[CH:8]=[C:7]([Cl:9])[CH:6]=[C:5]([O:10]C)[C:3]=1[NH2:4].B(Br)(Br)Br. (6) Given the product [C:16]([NH:26][C@H:27]([C:31]([O:1][CH:2]([CH3:15])[C:3]([O:5][CH2:6][C:7]1[CH:8]=[CH:9][C:10]([O:13][CH3:14])=[CH:11][CH:12]=1)=[O:4])=[O:32])[CH:28]([CH3:30])[CH3:29])([O:18][CH2:19][C:20]1[CH:25]=[CH:24][CH:23]=[CH:22][CH:21]=1)=[O:17], predict the reactants needed to synthesize it. The reactants are: [OH:1][CH:2]([CH3:15])[C:3]([O:5][CH2:6][C:7]1[CH:12]=[CH:11][C:10]([O:13][CH3:14])=[CH:9][CH:8]=1)=[O:4].[C:16]([NH:26][C@H:27]([C:31](O)=[O:32])[CH:28]([CH3:30])[CH3:29])([O:18][CH2:19][C:20]1[CH:25]=[CH:24][CH:23]=[CH:22][CH:21]=1)=[O:17].C1CCC(N=C=NC2CCCCC2)CC1. (7) Given the product [Cl:8][C:5]1[N:4]=[C:3]([Cl:9])[C:2]([CH:21]=[O:22])=[CH:7][N:6]=1, predict the reactants needed to synthesize it. The reactants are: Br[C:2]1[C:3]([Cl:9])=[N:4][C:5]([Cl:8])=[N:6][CH:7]=1.C([Mg]C(C)C)(C)C.[Cl-].CN([CH:21]=[O:22])C.